This data is from Full USPTO retrosynthesis dataset with 1.9M reactions from patents (1976-2016). The task is: Predict the reactants needed to synthesize the given product. Given the product [NH2:11][CH:12]1[CH2:31][C:15]2([CH2:18][N:17]([C:19]3[CH:24]=[CH:23][CH:22]=[CH:21][C:20]=3/[CH:25]=[CH:26]/[C:27]([O:29][CH3:30])=[O:28])[CH2:16]2)[S:14](=[O:32])(=[O:33])[CH2:13]1, predict the reactants needed to synthesize it. The reactants are: C(OC([NH:11][CH:12]1[CH2:31][C:15]2([CH2:18][N:17]([C:19]3[CH:24]=[CH:23][CH:22]=[CH:21][C:20]=3/[CH:25]=[CH:26]/[C:27]([O:29][CH3:30])=[O:28])[CH2:16]2)[S:14](=[O:33])(=[O:32])[CH2:13]1)=O)C1C=CC=CC=1.I[Si](C)(C)C.